This data is from Peptide-MHC class II binding affinity with 134,281 pairs from IEDB. The task is: Regression. Given a peptide amino acid sequence and an MHC pseudo amino acid sequence, predict their binding affinity value. This is MHC class II binding data. (1) The peptide sequence is RSLSNKIKQKTKQIG. The MHC is DRB3_0101 with pseudo-sequence DRB3_0101. The binding affinity (normalized) is 0. (2) The peptide sequence is RNEVVNDVSTYASGK. The MHC is HLA-DPA10103-DPB10401 with pseudo-sequence HLA-DPA10103-DPB10401. The binding affinity (normalized) is 0.269. (3) The peptide sequence is FVAGAKYMVIQGEPG. The MHC is HLA-DQA10401-DQB10402 with pseudo-sequence HLA-DQA10401-DQB10402. The binding affinity (normalized) is 0.397. (4) The peptide sequence is ITDAVGNDMPGGYCL. The MHC is DRB1_1101 with pseudo-sequence DRB1_1101. The binding affinity (normalized) is 0. (5) The peptide sequence is GQDLELSWNLNGLQAY. The MHC is HLA-DQA10301-DQB10302 with pseudo-sequence HLA-DQA10301-DQB10302. The binding affinity (normalized) is 0.289. (6) The peptide sequence is AEVELRQHGSEEWEP. The MHC is HLA-DPA10103-DPB10201 with pseudo-sequence HLA-DPA10103-DPB10201. The binding affinity (normalized) is 0.203. (7) The peptide sequence is VIVMLTPLVEDGV. The MHC is DRB1_0404 with pseudo-sequence DRB1_0404. The binding affinity (normalized) is 0.723. (8) The peptide sequence is PEEFAVVDLSKMRAV. The MHC is DRB1_0401 with pseudo-sequence DRB1_0401. The binding affinity (normalized) is 0.337. (9) The peptide sequence is FNSLISIAQHLVSDR. The MHC is DRB1_1501 with pseudo-sequence DRB1_1501. The binding affinity (normalized) is 0.163. (10) The peptide sequence is KLAQRRVFHGVAKNP. The MHC is DRB1_1101 with pseudo-sequence DRB1_1101. The binding affinity (normalized) is 0.695.